This data is from Forward reaction prediction with 1.9M reactions from USPTO patents (1976-2016). The task is: Predict the product of the given reaction. (1) The product is: [CH3:10][O:9][C:8]1[CH:7]=[CH:6][C:5]([C:11]2[CH:15]=[C:14]([CH2:16][CH2:17][CH2:18][CH2:36][N:31]3[CH2:32][CH2:33][N:28]([CH2:21][C:22]4[CH:23]=[CH:24][CH:25]=[CH:26][CH:27]=4)[CH2:29][CH2:30]3)[O:13][N:12]=2)=[CH:4][C:3]=1[O:2][CH3:1]. Given the reactants [CH3:1][O:2][C:3]1[CH:4]=[C:5]([C:11]2[CH:15]=[C:14]([CH:16](C)[CH2:17][CH:18]=O)[O:13][N:12]=2)[CH:6]=[CH:7][C:8]=1[O:9][CH3:10].[CH2:21]([N:28]1[CH2:33][CH2:32][NH:31][CH2:30][CH2:29]1)[C:22]1[CH:27]=[CH:26][CH:25]=[CH:24][CH:23]=1.[BH-](OC(C)=O)(OC(C)=O)O[C:36](C)=O.[Na+].C(O)(=O)C, predict the reaction product. (2) Given the reactants [NH2:1][CH2:2][C:3]1[CH:8]=[CH:7][CH:6]=[CH:5][N:4]=1.[CH2:9](N(CC)CC)[CH3:10], predict the reaction product. The product is: [CH:2]1[N:1]=[CH:10][CH2:9][N:4]2[CH:5]=[CH:6][CH:7]=[CH:8][C:3]=12. (3) Given the reactants Br[C:2]1[CH:3]=[CH:4][C:5]([CH3:12])=[C:6]([CH2:8][C:9]([OH:11])=[O:10])[CH:7]=1.[F:13][C:14]1[CH:15]=[C:16](B(O)O)[CH:17]=[CH:18][C:19]=1[F:20].Cl, predict the reaction product. The product is: [F:13][C:14]1[CH:15]=[C:16]([C:2]2[CH:3]=[CH:4][C:5]([CH3:12])=[C:6]([CH2:8][C:9]([OH:11])=[O:10])[CH:7]=2)[CH:17]=[CH:18][C:19]=1[F:20]. (4) Given the reactants [Cl:1][C:2]1[N:11]=[C:10]([O:12][CH2:13][C@@H:14]2[CH2:19][NH:18][C:17](=[O:20])[CH2:16][O:15]2)[C:9]2[C:4](=[N:5][CH:6]=[CH:7][N:8]=2)[CH:3]=1.[H-].[Na+].[CH3:23]I, predict the reaction product. The product is: [Cl:1][C:2]1[N:11]=[C:10]([O:12][CH2:13][C@@H:14]2[CH2:19][N:18]([CH3:23])[C:17](=[O:20])[CH2:16][O:15]2)[C:9]2[C:4](=[N:5][CH:6]=[CH:7][N:8]=2)[CH:3]=1. (5) Given the reactants [Br:1][C:2]1[CH:7]=[CH:6][C:5]([OH:8])=[C:4]([Cl:9])[CH:3]=1.[I-:10].[K+].II, predict the reaction product. The product is: [Br:1][C:2]1[CH:7]=[C:6]([I:10])[C:5]([OH:8])=[C:4]([Cl:9])[CH:3]=1.